Dataset: Reaction yield outcomes from USPTO patents with 853,638 reactions. Task: Predict the reaction yield, written as a fraction of the theoretical maximum amount of product (1.0 means a 100% yield; for example, 0.34 means a 34% yield). (1) The reactants are [F:1][C:2]([F:7])([F:6])[C:3]([OH:5])=[O:4].FC(F)(F)C(O)=O.[Cl:15][C:16]1[CH:17]=[N:18][C:19]2[NH:20][C:21]3[CH:22]=[CH:23][CH:24]=[C:25]([CH:46]=3)[CH2:26][CH2:27][C:28]3[CH:36]=[C:32]([NH:33][C:34]=1[N:35]=2)[CH:31]=[CH:30][C:29]=3[NH:37][C:38]([CH:40]1[CH2:45][CH2:44][NH:43][CH2:42][CH2:41]1)=[O:39].[C:47]1([CH2:53][C:54](Cl)=[O:55])[CH:52]=[CH:51][CH:50]=[CH:49][CH:48]=1. No catalyst specified. The product is [F:1][C:2]([F:7])([F:6])[C:3]([OH:5])=[O:4].[Cl:15][C:16]1[CH:17]=[N:18][C:19]2[NH:20][C:21]3[CH:22]=[CH:23][CH:24]=[C:25]([CH:46]=3)[CH2:26][CH2:27][C:28]3[CH:36]=[C:32]([NH:33][C:34]=1[N:35]=2)[CH:31]=[CH:30][C:29]=3[NH:37][C:38]([CH:40]1[CH2:45][CH2:44][N:43]([C:54](=[O:55])[CH2:53][C:47]2[CH:52]=[CH:51][CH:50]=[CH:49][CH:48]=2)[CH2:42][CH2:41]1)=[O:39]. The yield is 0.700. (2) The reactants are I[C:2]1[C:3]([NH:14][C:15]2[CH:16]=[N:17][C:18]([O:21][CH3:22])=[CH:19][CH:20]=2)=[N:4][C:5]([N:8]2[CH2:13][CH2:12][CH2:11][CH2:10][CH2:9]2)=[N:6][CH:7]=1.[CH3:23][C:24]1[N:29]=[C:28]([S:30][CH3:31])[N:27]=[C:26]([Sn](CCCC)(CCCC)CCCC)[N:25]=1.[F-].[Cs+].O1CCOCC1. The catalyst is O.[Cu]I.C1C=CC([P]([Pd]([P](C2C=CC=CC=2)(C2C=CC=CC=2)C2C=CC=CC=2)([P](C2C=CC=CC=2)(C2C=CC=CC=2)C2C=CC=CC=2)[P](C2C=CC=CC=2)(C2C=CC=CC=2)C2C=CC=CC=2)(C2C=CC=CC=2)C2C=CC=CC=2)=CC=1. The product is [CH3:22][O:21][C:18]1[N:17]=[CH:16][C:15]([NH:14][C:3]2[C:2]([C:26]3[N:25]=[C:24]([CH3:23])[N:29]=[C:28]([S:30][CH3:31])[N:27]=3)=[CH:7][N:6]=[C:5]([N:8]3[CH2:13][CH2:12][CH2:11][CH2:10][CH2:9]3)[N:4]=2)=[CH:20][CH:19]=1. The yield is 0.217. (3) The reactants are [NH2:1][C:2]1[CH:3]=[C:4]([C:8]2[C:13]([O:14][CH3:15])=[CH:12][CH:11]=[C:10]([C:16]([NH:18][C:19]3[CH:24]=[CH:23][C:22]([C:25]4[CH:30]=[CH:29][C:28]([O:31][CH:32]5[CH2:37][CH2:36][N:35]([CH3:38])[CH2:34][CH2:33]5)=[CH:27][CH:26]=4)=[CH:21][CH:20]=3)=[O:17])[CH:9]=2)[CH:5]=[CH:6][CH:7]=1.[C:39](OC(=O)C)(=[O:41])[CH3:40]. The catalyst is N1C=CC=CC=1. The product is [C:39]([NH:1][C:2]1[CH:3]=[C:4]([C:8]2[C:13]([O:14][CH3:15])=[CH:12][CH:11]=[C:10]([C:16]([NH:18][C:19]3[CH:24]=[CH:23][C:22]([C:25]4[CH:30]=[CH:29][C:28]([O:31][CH:32]5[CH2:37][CH2:36][N:35]([CH3:38])[CH2:34][CH2:33]5)=[CH:27][CH:26]=4)=[CH:21][CH:20]=3)=[O:17])[CH:9]=2)[CH:5]=[CH:6][CH:7]=1)(=[O:41])[CH3:40]. The yield is 1.00. (4) The yield is 0.890. The product is [CH3:26][O:25][C:20]1[CH:21]=[C:22]2[C:17](=[CH:18][CH:19]=1)[C:16]([O:27][C:28]1[CH:33]=[CH:32][C:31]([O:34][CH2:35][CH2:36][N:37]3[CH2:42][CH2:41][CH2:40][CH2:39][CH2:38]3)=[CH:30][CH:29]=1)=[C:15]([C:12]1[CH:11]=[CH:10][C:9]([S:6]([NH:5][CH3:1])(=[O:8])=[O:7])=[CH:14][CH:13]=1)[CH:24]=[CH:23]2. No catalyst specified. The reactants are [C:1]([N:5](C)[S:6]([C:9]1[CH:14]=[CH:13][C:12]([C:15]2[CH:24]=[CH:23][C:22]3[C:17](=[CH:18][CH:19]=[C:20]([O:25][CH3:26])[CH:21]=3)[C:16]=2[O:27][C:28]2[CH:33]=[CH:32][C:31]([O:34][CH2:35][CH2:36][N:37]3[CH2:42][CH2:41][CH2:40][CH2:39][CH2:38]3)=[CH:30][CH:29]=2)=[CH:11][CH:10]=1)(=[O:8])=[O:7])(C)(C)C.FC(F)(F)C(O)=O.